From a dataset of Reaction yield outcomes from USPTO patents with 853,638 reactions. Predict the reaction yield, written as a fraction of the theoretical maximum amount of product (1.0 means a 100% yield; for example, 0.34 means a 34% yield). (1) The reactants are [N+:1]([C:4]1[CH:13]=[C:12]2[C:7]([CH2:8][CH2:9][N:10]([C:14]([O:16][C:17]([CH3:20])([CH3:19])[CH3:18])=[O:15])[CH2:11]2)=[CH:6][CH:5]=1)([O-])=O. The product is [NH2:1][C:4]1[CH:13]=[C:12]2[C:7]([CH2:8][CH2:9][N:10]([C:14]([O:16][C:17]([CH3:20])([CH3:19])[CH3:18])=[O:15])[CH2:11]2)=[CH:6][CH:5]=1. The catalyst is C(O)C.[Pd]. The yield is 0.790. (2) No catalyst specified. The reactants are [NH2:1][C:2]1[C:7]([N+:8]([O-:10])=[O:9])=[C:6]([CH3:11])[CH:5]=[CH:4][N:3]=1.[Cl:12]N1C(=O)CCC1=O. The product is [NH2:1][C:2]1[C:7]([N+:8]([O-:10])=[O:9])=[C:6]([CH3:11])[C:5]([Cl:12])=[CH:4][N:3]=1. The yield is 0.750.